From a dataset of Full USPTO retrosynthesis dataset with 1.9M reactions from patents (1976-2016). Predict the reactants needed to synthesize the given product. (1) The reactants are: [CH2:1]([O:8][CH2:9][C:10]([C:12]1[CH:20]=[CH:19][C:18]([O:21][CH3:22])=[CH:17][C:13]=1[C:14](O)=[O:15])=O)[C:2]1[CH:7]=[CH:6][CH:5]=[CH:4][CH:3]=1.O.[NH2:24][NH2:25]. Given the product [CH2:1]([O:8][CH2:9][C:10]1[C:12]2[C:13](=[CH:17][C:18]([O:21][CH3:22])=[CH:19][CH:20]=2)[C:14](=[O:15])[NH:25][N:24]=1)[C:2]1[CH:7]=[CH:6][CH:5]=[CH:4][CH:3]=1, predict the reactants needed to synthesize it. (2) Given the product [CH3:1][N:2]1[C:6]([C:7]2[CH:8]=[N:9][CH:10]=[CH:11][CH:12]=2)=[N:5][N:4]=[C:3]1[S:13][CH2:21][C:22]([O:24][CH3:25])=[O:23], predict the reactants needed to synthesize it. The reactants are: [CH3:1][N:2]1[C:6]([C:7]2[CH:8]=[N:9][CH:10]=[CH:11][CH:12]=2)=[N:5][NH:4][C:3]1=[S:13].C([O-])([O-])=O.[K+].[K+].Cl[CH2:21][C:22]([O:24][CH3:25])=[O:23]. (3) Given the product [NH2:1][C:2]1[C:3]([C:33]2[CH:34]=[CH:35][C:30]([C:28]([NH:27][C@@H:24]([C:20]3[CH:21]=[CH:22][CH:23]=[C:18]([Cl:17])[CH:19]=3)[CH2:25][OH:26])=[O:29])=[C:31]([F:39])[CH:32]=2)=[CH:4][C:5]([CH:8]2[CH2:13][CH2:12][N:11]([CH3:14])[C:10](=[O:15])[CH2:9]2)=[CH:6][N:7]=1, predict the reactants needed to synthesize it. The reactants are: [NH2:1][C:2]1[N:7]=[CH:6][C:5]([CH:8]2[CH2:13][CH2:12][N:11]([CH3:14])[C:10](=[O:15])[CH2:9]2)=[CH:4][C:3]=1Br.[Cl:17][C:18]1[CH:19]=[C:20]([C@H:24]([NH:27][C:28]([C:30]2[CH:35]=[CH:34][C:33](B(O)O)=[CH:32][C:31]=2[F:39])=[O:29])[CH2:25][OH:26])[CH:21]=[CH:22][CH:23]=1. (4) The reactants are: FC(F)(F)C(OC(=O)C(F)(F)F)=O.[CH2:14]([O:21][C:22]1[CH:27]=[CH:26][N:25]=[C:24](/[N:28]=[CH:29]\[NH:30]O)[CH:23]=1)[C:15]1[CH:20]=[CH:19][CH:18]=[CH:17][CH:16]=1. Given the product [CH2:14]([O:21][C:22]1[CH:27]=[CH:26][N:25]2[N:30]=[CH:29][N:28]=[C:24]2[CH:23]=1)[C:15]1[CH:20]=[CH:19][CH:18]=[CH:17][CH:16]=1, predict the reactants needed to synthesize it. (5) Given the product [CH2:24]([O:23]/[CH:22]=[CH:21]/[C:2]1[CH:3]=[CH:4][C:5]2[N:6]([C:8]([C:11]([O:13][CH2:14][CH3:15])=[O:12])=[CH:9][N:10]=2)[CH:7]=1)[CH3:25], predict the reactants needed to synthesize it. The reactants are: Br[C:2]1[CH:3]=[CH:4][C:5]2[N:6]([C:8]([C:11]([O:13][CH2:14][CH3:15])=[O:12])=[CH:9][N:10]=2)[CH:7]=1.C([Sn](CCCC)(CCCC)[CH:21]=[CH:22][O:23][CH2:24][CH3:25])CCC.